Dataset: Full USPTO retrosynthesis dataset with 1.9M reactions from patents (1976-2016). Task: Predict the reactants needed to synthesize the given product. (1) Given the product [CH3:10][S:11]([N:14]1[CH2:19][CH2:18][N:17]([CH2:6][C:5]2[CH:8]=[CH:9][C:2]([OH:1])=[CH:3][CH:4]=2)[CH2:16][CH2:15]1)(=[O:13])=[O:12], predict the reactants needed to synthesize it. The reactants are: [OH:1][C:2]1[CH:9]=[CH:8][C:5]([CH:6]=O)=[CH:4][CH:3]=1.[CH3:10][S:11]([N:14]1[CH2:19][CH2:18][NH:17][CH2:16][CH2:15]1)(=[O:13])=[O:12].CC(O)=O.C(O[BH-](OC(=O)C)OC(=O)C)(=O)C.[Na+]. (2) Given the product [C:1]([C:5]1[CH:12]=[CH:11][C:8]([CH2:9][C:13]#[N:14])=[CH:7][CH:6]=1)([CH3:4])([CH3:3])[CH3:2], predict the reactants needed to synthesize it. The reactants are: [C:1]([C:5]1[CH:12]=[CH:11][C:8]([CH2:9]Br)=[CH:7][CH:6]=1)([CH3:4])([CH3:3])[CH3:2].[C-:13]#[N:14].[Na+].